From a dataset of NCI-60 drug combinations with 297,098 pairs across 59 cell lines. Regression. Given two drug SMILES strings and cell line genomic features, predict the synergy score measuring deviation from expected non-interaction effect. (1) Drug 1: CC1=CC2C(CCC3(C2CCC3(C(=O)C)OC(=O)C)C)C4(C1=CC(=O)CC4)C. Drug 2: CC1C(C(CC(O1)OC2CC(CC3=C2C(=C4C(=C3O)C(=O)C5=CC=CC=C5C4=O)O)(C(=O)C)O)N)O. Cell line: RPMI-8226. Synergy scores: CSS=49.5, Synergy_ZIP=0.405, Synergy_Bliss=3.02, Synergy_Loewe=5.84, Synergy_HSA=6.64. (2) Drug 1: CC(C)CN1C=NC2=C1C3=CC=CC=C3N=C2N. Drug 2: COCCOC1=C(C=C2C(=C1)C(=NC=N2)NC3=CC=CC(=C3)C#C)OCCOC.Cl. Cell line: OVCAR-5. Synergy scores: CSS=0.0855, Synergy_ZIP=-0.161, Synergy_Bliss=-1.18, Synergy_Loewe=-3.86, Synergy_HSA=-3.44. (3) Drug 1: C1CCN(CC1)CCOC2=CC=C(C=C2)C(=O)C3=C(SC4=C3C=CC(=C4)O)C5=CC=C(C=C5)O. Drug 2: COC1=C2C(=CC3=C1OC=C3)C=CC(=O)O2. Cell line: UACC-257. Synergy scores: CSS=0.507, Synergy_ZIP=-1.14, Synergy_Bliss=-2.16, Synergy_Loewe=-1.52, Synergy_HSA=-2.18.